This data is from Catalyst prediction with 721,799 reactions and 888 catalyst types from USPTO. The task is: Predict which catalyst facilitates the given reaction. (1) Reactant: [NH2:1][CH:2]([CH2:6][C:7]1[CH:12]=[CH:11][C:10]([OH:13])=[CH:9][CH:8]=1)[C:3]([OH:5])=[O:4].Cl[C:15]1[N:20]=[C:19](Cl)[C:18]([N+:22]([O-:24])=[O:23])=[CH:17][N:16]=1.C([N:28]([CH2:32][CH3:33])[CH:29]([CH3:31])C)(C)C.[CH2:34](NCC)C.[CH2:39]1[CH2:43]OC[CH2:40]1. Product: [CH2:32]([N:28]([CH2:29][CH3:31])[C:15]1[N:20]=[C:19]([NH:1][CH:2]([CH2:6][C:7]2[CH:8]=[CH:9][C:10]([OH:13])=[CH:11][CH:12]=2)[C:3]([O:5][C:39]([CH3:40])([CH3:43])[CH3:34])=[O:4])[C:18]([N+:22]([O-:24])=[O:23])=[CH:17][N:16]=1)[CH3:33]. The catalyst class is: 27. (2) Reactant: [CH3:1]I.[CH:3]1[C:12]2[CH:11]=[CH:10][CH:9]=[C:8]([CH:13]=[O:14])[C:7]=2[CH:6]=[CH:5][N:4]=1. Product: [CH:3]1[C:12]2[C:7](=[C:8]([CH:13]([OH:14])[CH3:1])[CH:9]=[CH:10][CH:11]=2)[CH:6]=[CH:5][N:4]=1. The catalyst class is: 28. (3) The catalyst class is: 13. Reactant: [Br:1][C:2]1[CH:14]=[CH:13][C:5]([CH2:6][NH:7][CH2:8][CH2:9][CH:10]([CH3:12])[CH3:11])=[CH:4][C:3]=1[CH3:15].C(=O)(O)[O-].[Na+].[C:21]([O:25][C:26](=O)[O:27]C(C)(C)C)([CH3:24])([CH3:23])[CH3:22]. Product: [C:21]([O:25][C:26](=[O:27])[N:7]([CH2:6][C:5]1[CH:13]=[CH:14][C:2]([Br:1])=[C:3]([CH3:15])[CH:4]=1)[CH2:8][CH2:9][CH:10]([CH3:12])[CH3:11])([CH3:24])([CH3:23])[CH3:22]. (4) Reactant: [Br:1][C:2]1[CH:18]=[CH:17][C:5]2[C:6]3[N:7]=[C:8](C(O)=O)[S:9][C:10]=3[CH2:11][CH2:12][O:13][C:4]=2[CH:3]=1.C([N:21](CC)CC)C.C1(P(N=[N+]=[N-])(C2C=CC=CC=2)=O)C=CC=CC=1. Product: [Br:1][C:2]1[CH:18]=[CH:17][C:5]2[C:6]3[N:7]=[C:8]([NH2:21])[S:9][C:10]=3[CH2:11][CH2:12][O:13][C:4]=2[CH:3]=1. The catalyst class is: 51. (5) Reactant: CON(C)[C:4]([C:6]1[N:7]=[CH:8][S:9][C:10]=1[C:11]([F:14])([F:13])[F:12])=[O:5].[CH3:16][Mg]I. Product: [F:12][C:11]([F:14])([F:13])[C:10]1[S:9][CH:8]=[N:7][C:6]=1[C:4](=[O:5])[CH3:16]. The catalyst class is: 28. (6) Reactant: [CH:1](=O)[CH3:2].[C:4]1([C:10]2[CH:11]=[C:12]3[C:16](=[C:17]([C:19]([NH2:21])=[O:20])[CH:18]=2)[NH:15][CH:14]=[C:13]3[CH:22]2[CH2:27][CH2:26][NH:25][CH2:24][CH2:23]2)[CH:9]=[CH:8][CH:7]=[CH:6][CH:5]=1.[C:28]([O:31][BH-](OC(=O)C)OC(=O)C)(=[O:30])C.[Na+]. Product: [CH:28]([OH:31])=[O:30].[CH2:1]([N:25]1[CH2:26][CH2:27][CH:22]([C:13]2[C:12]3[C:16](=[C:17]([C:19]([NH2:21])=[O:20])[CH:18]=[C:10]([C:4]4[CH:5]=[CH:6][CH:7]=[CH:8][CH:9]=4)[CH:11]=3)[NH:15][CH:14]=2)[CH2:23][CH2:24]1)[CH3:2]. The catalyst class is: 5. (7) Reactant: [Cl:1][C:2]1[N:7]=[CH:6][C:5]([NH2:8])=[CH:4][CH:3]=1.[S-:9][C:10]#[N:11].[K+].BrBr. Product: [Cl:1][C:2]1[N:7]=[C:6]2[S:9][C:10]([NH2:11])=[N:8][C:5]2=[CH:4][CH:3]=1. The catalyst class is: 15. (8) Product: [NH2:26][C:21]1[CH:22]=[CH:23][CH:24]=[CH:25][C:20]=1/[CH:19]=[N:18]/[NH:17][C:15](=[O:16])[CH2:14][N:13]([C:29]1[CH:30]=[CH:31][C:32]([CH3:35])=[CH:33][CH:34]=1)[S:10]([C:7]1[CH:6]=[CH:5][C:4]([O:3][CH2:1][CH3:2])=[CH:9][CH:8]=1)(=[O:12])=[O:11]. The catalyst class is: 707. Reactant: [CH2:1]([O:3][C:4]1[CH:9]=[CH:8][C:7]([S:10]([N:13]([C:29]2[CH:34]=[CH:33][C:32]([CH3:35])=[CH:31][CH:30]=2)[CH2:14][C:15]([NH:17]/[N:18]=[CH:19]/[C:20]2[CH:25]=[CH:24][CH:23]=[CH:22][C:21]=2[N+:26]([O-])=O)=[O:16])(=[O:12])=[O:11])=[CH:6][CH:5]=1)[CH3:2]. (9) Product: [C:31]([NH:35][C:25]([CH2:24][CH:21]1[CH2:22][CH2:23][N:18]([C:9]2[C:8]([NH:7][C:5](=[O:6])[C:4]3[CH:28]=[CH:29][CH:30]=[C:2]([Cl:1])[CH:3]=3)=[CH:13][CH:12]=[C:11]([S:14]([CH3:17])(=[O:16])=[O:15])[N:10]=2)[CH2:19][CH2:20]1)=[O:27])([CH3:34])([CH3:33])[CH3:32]. The catalyst class is: 35. Reactant: [Cl:1][C:2]1[CH:3]=[C:4]([CH:28]=[CH:29][CH:30]=1)[C:5]([NH:7][C:8]1[C:9]([N:18]2[CH2:23][CH2:22][CH:21]([CH2:24][C:25]([OH:27])=O)[CH2:20][CH2:19]2)=[N:10][C:11]([S:14]([CH3:17])(=[O:16])=[O:15])=[CH:12][CH:13]=1)=[O:6].[C:31]([NH2:35])([CH3:34])([CH3:33])[CH3:32].F[B-](F)(F)F.N1(OC(N(C)C)=[N+](C)C)C2C=CC=CC=2N=N1.C(N(CC)CC)C.